Dataset: Full USPTO retrosynthesis dataset with 1.9M reactions from patents (1976-2016). Task: Predict the reactants needed to synthesize the given product. Given the product [CH:1]1(/[CH:6]=[CH:7]/[C:8]([Cl:14])=[O:10])[CH2:5][CH2:4][CH2:3][CH2:2]1, predict the reactants needed to synthesize it. The reactants are: [CH:1]1(/[CH:6]=[CH:7]/[C:8]([OH:10])=O)[CH2:5][CH2:4][CH2:3][CH2:2]1.C(Cl)(=O)C([Cl:14])=O.